This data is from TCR-epitope binding with 47,182 pairs between 192 epitopes and 23,139 TCRs. The task is: Binary Classification. Given a T-cell receptor sequence (or CDR3 region) and an epitope sequence, predict whether binding occurs between them. (1) The epitope is FRYMNSQGL. The TCR CDR3 sequence is CATSTGGQGPDTQYF. Result: 0 (the TCR does not bind to the epitope). (2) The epitope is KAYNVTQAF. The TCR CDR3 sequence is CASSFVGGLREQYF. Result: 1 (the TCR binds to the epitope). (3) The epitope is HPVGEADYFEY. The TCR CDR3 sequence is CASHNRERENIQYF. Result: 0 (the TCR does not bind to the epitope). (4) The epitope is KPLEFGATSAAL. The TCR CDR3 sequence is CASLELAGGQETQYF. Result: 1 (the TCR binds to the epitope). (5) Result: 0 (the TCR does not bind to the epitope). The TCR CDR3 sequence is CATSDWGQGVSGANVLTF. The epitope is TEILPVSMTK. (6) The epitope is TLVPQEHYV. The TCR CDR3 sequence is CASSYRTGSNEQFF. Result: 1 (the TCR binds to the epitope). (7) The epitope is YIFFASFYY. Result: 1 (the TCR binds to the epitope). The TCR CDR3 sequence is CASSAMARNTEAFF. (8) The epitope is MPASWVMRI. The TCR CDR3 sequence is CASSLYSVNTEAFF. Result: 0 (the TCR does not bind to the epitope).